Dataset: Catalyst prediction with 721,799 reactions and 888 catalyst types from USPTO. Task: Predict which catalyst facilitates the given reaction. (1) Reactant: [Cl:1][C:2]1[CH:3]=[C:4]([NH:19][C:20]2[C:21]3[N:28]([CH2:29][CH2:30][NH:31]C(=O)OC(C)(C)C)[CH:27]=[CH:26][C:22]=3[N:23]=[CH:24][N:25]=2)[CH:5]=[CH:6][C:7]=1[O:8][C:9]1[C:14]2[C:15]([CH3:18])=[N:16][O:17][C:13]=2[CH:12]=[CH:11][CH:10]=1.O1CCCC1.Cl.C(OCC)(=O)C. Product: [NH2:31][CH2:30][CH2:29][N:28]1[C:21]2[C:20]([NH:19][C:4]3[CH:5]=[CH:6][C:7]([O:8][C:9]4[C:14]5[C:15]([CH3:18])=[N:16][O:17][C:13]=5[CH:12]=[CH:11][CH:10]=4)=[C:2]([Cl:1])[CH:3]=3)=[N:25][CH:24]=[N:23][C:22]=2[CH:26]=[CH:27]1. The catalyst class is: 8. (2) Reactant: O.C(O)(C(F)(F)F)=O.[Cl:9][C:10]1[CH:11]=[C:12]([CH:23]=[C:24]([Cl:50])[C:25]=1[CH2:26][C@@H:27]1[CH2:31][CH2:30][N:29]([N:32]2[CH2:37][CH2:36][CH:35]([O:38][Si](C(C)C)(C(C)C)C(C)C)[CH2:34][CH2:33]2)[C:28]1=[O:49])[O:13][C:14]1[CH:22]=[CH:21][C:17]([C:18]([NH2:20])=[O:19])=[CH:16][CH:15]=1.C(OCC)(=O)C. Product: [Cl:9][C:10]1[CH:11]=[C:12]([CH:23]=[C:24]([Cl:50])[C:25]=1[CH2:26][C@@H:27]1[CH2:31][CH2:30][N:29]([N:32]2[CH2:37][CH2:36][CH:35]([OH:38])[CH2:34][CH2:33]2)[C:28]1=[O:49])[O:13][C:14]1[CH:22]=[CH:21][C:17]([C:18]([NH2:20])=[O:19])=[CH:16][CH:15]=1. The catalyst class is: 1.